From a dataset of Retrosynthesis with 50K atom-mapped reactions and 10 reaction types from USPTO. Predict the reactants needed to synthesize the given product. (1) Given the product C/C(=C\c1ccc2ccccc2c1)CO, predict the reactants needed to synthesize it. The reactants are: COC(=O)/C(C)=C/c1ccc2ccccc2c1. (2) Given the product O=C1N(Cc2ccccn2)c2cccc(-c3ccoc3)c2C12COc1cc3c(cc12)CCO3, predict the reactants needed to synthesize it. The reactants are: O=C1N(Cc2ccccn2)c2cccc(Br)c2C12COc1cc3c(cc12)CCO3.OB(O)c1ccoc1. (3) Given the product O=[N+]([O-])c1cccc(-c2ncccc2CO)c1, predict the reactants needed to synthesize it. The reactants are: O=Cc1cccnc1-c1cccc([N+](=O)[O-])c1. (4) Given the product CCN(CC)Cc1cc(C(C)(C)CC(C)(C)C)cc(-n2nc3ccccc3n2)c1O, predict the reactants needed to synthesize it. The reactants are: C=O.CC(C)(C)CC(C)(C)c1ccc(O)c(-n2nc3ccccc3n2)c1.CCNCC. (5) Given the product CC(C)(CCCN1CCN(c2cccc(Cl)c2Cl)CC1)Oc1ccc2c(n1)NC(=O)CC2, predict the reactants needed to synthesize it. The reactants are: CC(C)(CCC=O)Oc1ccc2c(n1)NC(=O)CC2.Clc1cccc(N2CCNCC2)c1Cl. (6) The reactants are: Nc1ccc(CN2CCCC2)cc1.O=C(c1cnc2ccc(Br)cc2c1Cl)C1CC1. Given the product O=C(c1cnc2ccc(Br)cc2c1Nc1ccc(CN2CCCC2)cc1)C1CC1, predict the reactants needed to synthesize it. (7) Given the product Nc1ccc(C2=NNC(=O)Cc3cc4c(cc32)OCO4)c(Cl)c1, predict the reactants needed to synthesize it. The reactants are: O=C1Cc2cc3c(cc2C(c2ccc([N+](=O)[O-])cc2Cl)=NN1)OCO3. (8) Given the product Nc1ccc2c(c1)CC(=O)c1ccccc1S2, predict the reactants needed to synthesize it. The reactants are: O=C1Cc2cc([N+](=O)[O-])ccc2Sc2ccccc21.